From a dataset of Reaction yield outcomes from USPTO patents with 853,638 reactions. Predict the reaction yield, written as a fraction of the theoretical maximum amount of product (1.0 means a 100% yield; for example, 0.34 means a 34% yield). (1) The reactants are [C:1]1([C:22]2[CH:27]=[CH:26][CH:25]=[CH:24][CH:23]=2)[CH:6]=[CH:5][C:4]([S:7]([NH:10][C:11]2[CH:16]=[CH:15][C:14]([CH:17]=[CH:18][C:19](O)=[O:20])=[CH:13][CH:12]=2)(=[O:9])=[O:8])=[CH:3][CH:2]=1.[Cl:28]CCl. The catalyst is CN(C)C=O. The product is [C:1]1([C:22]2[CH:27]=[CH:26][CH:25]=[CH:24][CH:23]=2)[CH:6]=[CH:5][C:4]([S:7]([NH:10][C:11]2[CH:16]=[CH:15][C:14]([CH:17]=[CH:18][C:19]([Cl:28])=[O:20])=[CH:13][CH:12]=2)(=[O:9])=[O:8])=[CH:3][CH:2]=1. The yield is 0.980. (2) The reactants are CCN(C(C)C)C(C)C.CC([O:14][C:15]([N:17]1[CH2:22][CH2:21][O:20][CH2:19][C@@H:18]1[C:23]([OH:25])=O)=[O:16])(C)C.CN(C(ON1N=NC2C=CC=NC1=2)=[N+](C)C)C.F[P-](F)(F)(F)(F)F.[NH2:50][CH2:51][C:52]1[CH:53]=[C:54]([CH2:58][N:59]2[C:67]3[C:62](=[C:63]([CH:68]([OH:70])[CH3:69])[CH:64]=[CH:65][CH:66]=3)[C:61]([NH:71][S:72]([C:75]3[S:76][C:77]([Cl:80])=[CH:78][CH:79]=3)(=[O:74])=[O:73])=[N:60]2)[CH:55]=[CH:56][CH:57]=1.Cl.O1CCOCC1. The catalyst is C(Cl)Cl. The product is [CH:15]([OH:16])=[O:14].[Cl:80][C:77]1[S:76][C:75]([S:72]([NH:71][C:61]2[C:62]3[C:67](=[CH:66][CH:65]=[CH:64][C:63]=3[CH:68]([OH:70])[CH3:69])[N:59]([CH2:58][C:54]3[CH:53]=[C:52]([CH2:51][NH:50][C:23]([C@H:18]4[CH2:19][O:20][CH2:21][CH2:22][NH:17]4)=[O:25])[CH:57]=[CH:56][CH:55]=3)[N:60]=2)(=[O:73])=[O:74])=[CH:79][CH:78]=1. The yield is 0.580. (3) The reactants are COC1C=CC(C[N:8](CC2C=CC(OC)=CC=2)[C:9]2[CH:10]=[C:11]3[C:22]4[CH:21]=[CH:20][C:19](OC[C@@H](NC(=O)OC(C)(C)C)CC(C)C)=[CH:18][C:17]=4[O:16][CH:15]([CH3:38])[C:12]3=[CH:13][N:14]=2)=CC=1.C(O)(C(F)(F)F)=O. The catalyst is ClCCl. The product is [CH3:38][CH:15]1[C:12]2=[CH:13][N:14]=[C:9]([NH2:8])[CH:10]=[C:11]2[C:22]2[CH:21]=[CH:20][CH:19]=[CH:18][C:17]=2[O:16]1. The yield is 0.420. (4) The reactants are Br[C:2]1[C:10]2[C:9](=[O:11])[N:8]([CH2:12][O:13][CH2:14][CH2:15][Si:16]([CH3:19])([CH3:18])[CH3:17])[N:7]=[CH:6][C:5]=2[N:4]([CH2:20][O:21][CH2:22][CH2:23][Si:24]([CH3:27])([CH3:26])[CH3:25])[CH:3]=1.[CH:28]([O:30][CH2:31][CH2:32][CH2:33][CH3:34])=[CH2:29].C([O-])(=O)C.[Tl+].C(N(CC)C(C)C)(C)C.C1(P(C2C=CC=CC=2)CCCP(C2C=CC=CC=2)C2C=CC=CC=2)C=CC=CC=1. The catalyst is C([O-])(=O)C.[Pd+2].C([O-])(=O)C.CN(C)C=O. The product is [CH2:31]([O:30][C:28]([C:2]1[C:10]2[C:9](=[O:11])[N:8]([CH2:12][O:13][CH2:14][CH2:15][Si:16]([CH3:19])([CH3:18])[CH3:17])[N:7]=[CH:6][C:5]=2[N:4]([CH2:20][O:21][CH2:22][CH2:23][Si:24]([CH3:27])([CH3:26])[CH3:25])[CH:3]=1)=[CH2:29])[CH2:32][CH2:33][CH3:34]. The yield is 0.840. (5) The reactants are [CH3:1][C:2]([O:6][CH:7]1[CH2:12][CH2:11][CH2:10][CH2:9][O:8]1)([CH3:5])[CH2:3][OH:4].CC(OI1(OC(C)=O)(OC(C)=O)OC(=O)C2C=CC=CC1=2)=O.C([O-])(O)=O.[Na+].[O-]S([O-])(=S)=O.[Na+].[Na+]. The catalyst is ClCCl. The product is [CH3:5][C:2]([O:6][CH:7]1[CH2:12][CH2:11][CH2:10][CH2:9][O:8]1)([CH3:1])[CH:3]=[O:4]. The yield is 0.830. (6) The reactants are [Cl:1][C:2]1[CH:7]=[CH:6][C:5]([OH:8])=[C:4]([N+:9]([O-:11])=[O:10])[CH:3]=1.C([O-])([O-])=O.[K+].[K+].Cl.Cl[CH2:20][CH2:21][N:22]([CH3:24])[CH3:23]. The catalyst is CN(C=O)C. The product is [Cl:1][C:2]1[CH:7]=[CH:6][C:5]([O:8][CH2:20][CH2:21][N:22]([CH3:24])[CH3:23])=[C:4]([N+:9]([O-:11])=[O:10])[CH:3]=1. The yield is 0.252. (7) The reactants are [CH2:1]([N:5]([CH2:39][CH2:40][CH2:41][CH3:42])[C:6]1[CH:11]=[CH:10][C:9]([CH:12]=[CH:13][C:14]2[S:18][C:17]([CH:19]=O)=[CH:16][CH:15]=2)=[C:8]([O:21][Si:22]([C:35]([CH3:38])([CH3:37])[CH3:36])([C:29]2[CH:34]=[CH:33][CH:32]=[CH:31][CH:30]=2)[C:23]2[CH:28]=[CH:27][CH:26]=[CH:25][CH:24]=2)[CH:7]=1)[CH2:2][CH2:3][CH3:4].[C:43]([C:45]1[C:46](=[C:61]([C:64]#[N:65])[C:62]#[N:63])[O:47][C:48]([C:55]2[CH:60]=[CH:59][CH:58]=[CH:57][CH:56]=2)([C:51]([F:54])([F:53])[F:52])[C:49]=1[CH3:50])#[N:44]. The catalyst is C(O)C.O1CCCC1. The product is [CH2:39]([N:5]([CH2:1][CH2:2][CH2:3][CH3:4])[C:6]1[CH:11]=[CH:10][C:9]([CH:12]=[CH:13][C:14]2[S:18][C:17]([CH:19]=[CH:50][C:49]3[C:48]([C:55]4[CH:60]=[CH:59][CH:58]=[CH:57][CH:56]=4)([C:51]([F:54])([F:52])[F:53])[O:47][C:46](=[C:61]([C:64]#[N:65])[C:62]#[N:63])[C:45]=3[C:43]#[N:44])=[CH:16][CH:15]=2)=[C:8]([O:21][Si:22]([C:35]([CH3:38])([CH3:37])[CH3:36])([C:23]2[CH:28]=[CH:27][CH:26]=[CH:25][CH:24]=2)[C:29]2[CH:34]=[CH:33][CH:32]=[CH:31][CH:30]=2)[CH:7]=1)[CH2:40][CH2:41][CH3:42]. The yield is 0.806. (8) The reactants are [Br:1][C:2]1[C:3]([C:19]([F:22])([F:21])[F:20])=[N:4][N:5]([CH3:18])[C:6]=1[C:7]1[CH:12]=[C:11]([N+:13]([O-])=O)[CH:10]=[CH:9][C:8]=1[O:16][CH3:17].O.O.Cl[Sn]Cl. The catalyst is CCO. The product is [Br:1][C:2]1[C:3]([C:19]([F:22])([F:20])[F:21])=[N:4][N:5]([CH3:18])[C:6]=1[C:7]1[CH:12]=[C:11]([NH2:13])[CH:10]=[CH:9][C:8]=1[O:16][CH3:17]. The yield is 0.990.